This data is from Merck oncology drug combination screen with 23,052 pairs across 39 cell lines. The task is: Regression. Given two drug SMILES strings and cell line genomic features, predict the synergy score measuring deviation from expected non-interaction effect. (1) Drug 1: O=C(CCCCCCC(=O)Nc1ccccc1)NO. Drug 2: Cc1nc(Nc2ncc(C(=O)Nc3c(C)cccc3Cl)s2)cc(N2CCN(CCO)CC2)n1. Cell line: NCIH460. Synergy scores: synergy=15.4. (2) Synergy scores: synergy=10.3. Drug 2: N#Cc1ccc(Cn2cncc2CN2CCN(c3cccc(Cl)c3)C(=O)C2)cc1. Cell line: SKOV3. Drug 1: O=S1(=O)NC2(CN1CC(F)(F)F)C1CCC2Cc2cc(C=CCN3CCC(C(F)(F)F)CC3)ccc2C1. (3) Synergy scores: synergy=-18.5. Cell line: ZR751. Drug 1: O=C(O)C1(Cc2cccc(Nc3nccs3)n2)CCC(Oc2cccc(Cl)c2F)CC1. Drug 2: O=C(NOCC(O)CO)c1ccc(F)c(F)c1Nc1ccc(I)cc1F. (4) Drug 1: COc1cc(C2c3cc4c(cc3C(OC3OC5COC(C)OC5C(O)C3O)C3COC(=O)C23)OCO4)cc(OC)c1O. Drug 2: CCc1cnn2c(NCc3ccc[n+]([O-])c3)cc(N3CCCCC3CCO)nc12. Cell line: HT144. Synergy scores: synergy=-6.21. (5) Drug 1: O=C(CCCCCCC(=O)Nc1ccccc1)NO. Drug 2: O=C(O)C1(Cc2cccc(Nc3nccs3)n2)CCC(Oc2cccc(Cl)c2F)CC1. Cell line: OVCAR3. Synergy scores: synergy=9.88. (6) Drug 1: COc1cccc2c1C(=O)c1c(O)c3c(c(O)c1C2=O)CC(O)(C(=O)CO)CC3OC1CC(N)C(O)C(C)O1. Drug 2: Cn1c(=O)n(-c2ccc(C(C)(C)C#N)cc2)c2c3cc(-c4cnc5ccccc5c4)ccc3ncc21. Cell line: EFM192B. Synergy scores: synergy=6.28.